This data is from Forward reaction prediction with 1.9M reactions from USPTO patents (1976-2016). The task is: Predict the product of the given reaction. (1) Given the reactants Br[C:2]1[CH:3]=[C:4]([C:8]([O:10][CH3:11])=[O:9])[N:5]([CH3:7])[CH:6]=1.[C:12]([O:16][C:17]([NH:19][C:20]1[CH:25]=[CH:24][C:23](B(O)O)=[CH:22][CH:21]=1)=[O:18])([CH3:15])([CH3:14])[CH3:13].CCO.C([O-])([O-])=O.[K+].[K+], predict the reaction product. The product is: [C:12]([O:16][C:17]([NH:19][C:20]1[CH:25]=[CH:24][C:23]([C:2]2[CH:3]=[C:4]([C:8]([O:10][CH3:11])=[O:9])[N:5]([CH3:7])[CH:6]=2)=[CH:22][CH:21]=1)=[O:18])([CH3:15])([CH3:13])[CH3:14]. (2) Given the reactants [O:1]=[C:2]1[C:10]2[C:5](=[CH:6][CH:7]=[CH:8][CH:9]=2)[C:4](=[O:11])[N:3]1[CH2:12][CH2:13][N:14]1[C:23]2[C:18](=[N:19][CH:20]=[C:21]([CH2:24][C:25]3[CH:30]=[CH:29][C:28]([F:31])=[CH:27][CH:26]=3)[CH:22]=2)[C:17]([OH:32])=[C:16]([C:33](OCC)=[O:34])[C:15]1=[O:38].[CH2:39]([O:41][CH2:42][CH2:43][NH2:44])[CH3:40], predict the reaction product. The product is: [O:11]=[C:4]1[C:5]2[C:10](=[CH:9][CH:8]=[CH:7][CH:6]=2)[C:2](=[O:1])[N:3]1[CH2:12][CH2:13][N:14]1[C:23]2[C:18](=[N:19][CH:20]=[C:21]([CH2:24][C:25]3[CH:26]=[CH:27][C:28]([F:31])=[CH:29][CH:30]=3)[CH:22]=2)[C:17]([OH:32])=[C:16]([C:33]([NH:44][CH2:43][CH2:42][O:41][CH2:39][CH3:40])=[O:34])[C:15]1=[O:38]. (3) Given the reactants B(O[O-])=[O:2].[Na+].[CH3:6][N:7]1[CH:11]=[C:10]([C:12]2[CH:13]=[CH:14][C:15](=[O:40])[N:16]([CH2:18][C:19]3[CH:24]=[CH:23][CH:22]=[C:21]([C:25]4[N:30]=[CH:29][C:28](B5OC(C)(C)C(C)(C)O5)=[CH:27][N:26]=4)[CH:20]=3)[N:17]=2)[CH:9]=[N:8]1, predict the reaction product. The product is: [OH:2][C:28]1[CH:27]=[N:26][C:25]([C:21]2[CH:20]=[C:19]([CH:24]=[CH:23][CH:22]=2)[CH2:18][N:16]2[C:15](=[O:40])[CH:14]=[CH:13][C:12]([C:10]3[CH:9]=[N:8][N:7]([CH3:6])[CH:11]=3)=[N:17]2)=[N:30][CH:29]=1. (4) Given the reactants [C:1]([O:5][C:6]([N:8]1[CH2:13][CH2:12][CH:11](O)[CH2:10][CH2:9]1)=[O:7])([CH3:4])([CH3:3])[CH3:2].[SH:15][C:16]1[N:17]([CH3:21])[CH:18]=[CH:19][N:20]=1, predict the reaction product. The product is: [C:1]([O:5][C:6]([N:8]1[CH2:13][CH2:12][CH:11]([S:15][C:16]2[N:17]([CH3:21])[CH:18]=[CH:19][N:20]=2)[CH2:10][CH2:9]1)=[O:7])([CH3:4])([CH3:3])[CH3:2].